The task is: Regression/Classification. Given a drug SMILES string, predict its absorption, distribution, metabolism, or excretion properties. Task type varies by dataset: regression for continuous measurements (e.g., permeability, clearance, half-life) or binary classification for categorical outcomes (e.g., BBB penetration, CYP inhibition). Dataset: cyp2d6_veith.. This data is from CYP2D6 inhibition data for predicting drug metabolism from PubChem BioAssay. (1) The compound is CC(=O)NCCc1cc2cc(C)c(C)cc2[nH]c1=O. The result is 0 (non-inhibitor). (2) The compound is O=C(Nc1ccccc1)N[C@H]1C[C@H](C(=O)O)Nc2cc(Cl)cc(Cl)c21. The result is 1 (inhibitor). (3) The drug is N#Cc1c2n(c3c(=S)nc[nH]c13)CCCCC2. The result is 0 (non-inhibitor). (4) The drug is c1cncc(-c2nnc3n2C2(CCCCC2)Cc2ccccc2-3)c1. The result is 0 (non-inhibitor). (5) The compound is CCC(C)C(=O)Nc1nc(-c2ccc3c(c2)NC(=O)CO3)cs1. The result is 0 (non-inhibitor). (6) The compound is Brc1[nH]nc2ccccc12. The result is 0 (non-inhibitor). (7) The compound is N#CCCn1c(=O)c(CCc2ccccc2)nc2cnc(OCc3ccccc3)nc21. The result is 0 (non-inhibitor).